This data is from Forward reaction prediction with 1.9M reactions from USPTO patents (1976-2016). The task is: Predict the product of the given reaction. (1) Given the reactants COC(=O)C1C=CC(CBr)=C(C(F)(F)F)C=1.[CH3:17][O:18][C:19](=[O:53])[C:20]1[CH:25]=[CH:24][C:23]([CH2:26][N:27]2[CH:31]=[C:30]([C:32]3[CH:37]=[CH:36][C:35]([Cl:38])=[CH:34][C:33]=3[Cl:39])[N:29]=[C:28]2/[CH:40]=[CH:41]/[C:42]2[CH:47]=[CH:46][C:45](Br)=[CH:44][CH:43]=2)=[C:22]([C:49]([F:52])([F:51])[F:50])[CH:21]=1.[C:54]([NH:61][C:62]1[CH:67]=[CH:66][C:65](B(O)O)=[CH:64][C:63]=1[O:71][CH3:72])([O:56][C:57]([CH3:60])([CH3:59])[CH3:58])=[O:55], predict the reaction product. The product is: [CH3:17][O:18][C:19](=[O:53])[C:20]1[CH:25]=[CH:24][C:23]([CH2:26][N:27]2[CH:31]=[C:30]([C:32]3[CH:37]=[CH:36][C:35]([Cl:38])=[CH:34][C:33]=3[Cl:39])[N:29]=[C:28]2/[CH:40]=[CH:41]/[C:42]2[CH:47]=[CH:46][C:45]([C:65]3[CH:66]=[CH:67][C:62]([NH:61][C:54]([O:56][C:57]([CH3:58])([CH3:59])[CH3:60])=[O:55])=[C:63]([O:71][CH3:72])[CH:64]=3)=[CH:44][CH:43]=2)=[C:22]([C:49]([F:52])([F:51])[F:50])[CH:21]=1. (2) Given the reactants [CH3:1][CH:2]([CH3:5])[C:3]#[CH:4].[Li]CCCC.Cl[C:12]([O:14][CH2:15][CH3:16])=[O:13], predict the reaction product. The product is: [CH3:1][CH:2]([CH3:5])[C:3]#[C:4][C:12]([O:14][CH2:15][CH3:16])=[O:13]. (3) Given the reactants Cl.[F:2][C:3]1[CH:4]=[C:5]([C@@H:10]([NH2:13])[CH2:11][NH2:12])[CH:6]=[C:7]([F:9])[CH:8]=1.[OH-:14].[Na+].[O:16]1[CH2:22][C:21](=O)[CH2:20][O:19][CH2:18][CH2:17]1.[CH:24](Cl)(Cl)Cl.Cl, predict the reaction product. The product is: [F:2][C:3]1[CH:4]=[C:5]([C@H:10]2[NH:13][C:24](=[O:14])[C:21]3([CH2:22][O:16][CH2:17][CH2:18][O:19][CH2:20]3)[NH:12][CH2:11]2)[CH:6]=[C:7]([F:9])[CH:8]=1. (4) Given the reactants [Br:1][C:2]1[S:6][C:5]([C:7]([CH3:12])([CH3:11])[C:8]([OH:10])=O)=[CH:4][C:3]=1[CH3:13].CN(C)C=O.C(Cl)(=O)C(Cl)=O.[NH:25]1[CH2:29][CH2:28][CH2:27][CH2:26]1, predict the reaction product. The product is: [Br:1][C:2]1[S:6][C:5]([C:7]([CH3:12])([CH3:11])[C:8]([N:25]2[CH2:29][CH2:28][CH2:27][CH2:26]2)=[O:10])=[CH:4][C:3]=1[CH3:13]. (5) Given the reactants [CH2:1]([N:8]1[C:12]([C:13](=[O:73])[NH:14][C:15]2[CH:20]=[C:19]([CH2:21][CH2:22][CH2:23][CH2:24][CH2:25][CH2:26][N:27]3[C:35](=[O:36])[C:34]4[C:29](=[CH:30][CH:31]=[CH:32][CH:33]=4)[C:28]3=[O:37])[C:18]([O:38][CH2:39][CH2:40][CH2:41][CH2:42][CH2:43][CH2:44][N:45]3[C:53](=[O:54])[C:52]4[C:47](=[CH:48][CH:49]=[CH:50][CH:51]=4)[C:46]3=[O:55])=[C:17]([CH2:56][CH2:57][CH2:58][CH2:59][CH2:60][CH2:61][N:62]3[C:70](=[O:71])[C:69]4[C:64](=[CH:65][CH:66]=[CH:67][CH:68]=4)[C:63]3=[O:72])[CH:16]=2)=[CH:11][C:10]([CH:74]=[CH:75][C:76]([O:78][CH2:79][CH3:80])=[O:77])=[C:9]1[C:81]#[C:82][C:83]([OH:96])([C:90]1[CH:95]=[CH:94][CH:93]=[CH:92][CH:91]=1)[C:84]1[CH:89]=[CH:88][CH:87]=[CH:86][CH:85]=1)[C:2]1[CH:7]=[CH:6][CH:5]=[CH:4][CH:3]=1, predict the reaction product. The product is: [CH2:1]([N:8]1[C:12]([C:13](=[O:73])[NH:14][C:15]2[CH:20]=[C:19]([CH2:21][CH2:22][CH2:23][CH2:24][CH2:25][CH2:26][N:27]3[C:28](=[O:37])[C:29]4[C:34](=[CH:33][CH:32]=[CH:31][CH:30]=4)[C:35]3=[O:36])[C:18]([O:38][CH2:39][CH2:40][CH2:41][CH2:42][CH2:43][CH2:44][N:45]3[C:46](=[O:55])[C:47]4[C:52](=[CH:51][CH:50]=[CH:49][CH:48]=4)[C:53]3=[O:54])=[C:17]([CH2:56][CH2:57][CH2:58][CH2:59][CH2:60][CH2:61][N:62]3[C:70](=[O:71])[C:69]4[C:64](=[CH:65][CH:66]=[CH:67][CH:68]=4)[C:63]3=[O:72])[CH:16]=2)=[CH:11][C:10]([CH2:74][CH2:75][C:76]([O:78][CH2:79][CH3:80])=[O:77])=[C:9]1[C:81]#[C:82][C:83]([OH:96])([C:84]1[CH:85]=[CH:86][CH:87]=[CH:88][CH:89]=1)[C:90]1[CH:91]=[CH:92][CH:93]=[CH:94][CH:95]=1)[C:2]1[CH:7]=[CH:6][CH:5]=[CH:4][CH:3]=1. (6) Given the reactants [F:1][C:2]([F:34])([F:33])[C:3]([C:12]1[CH:13]=[C:14]([CH2:31][NH2:32])[CH:15]=[CH:16][C:17]=1[Sn:18]([CH2:27][CH2:28][CH2:29][CH3:30])([CH2:23][CH2:24][CH2:25][CH3:26])[CH2:19][CH2:20][CH2:21][CH3:22])([O:8][CH2:9][O:10][CH3:11])[C:4]([F:7])([F:6])[F:5].[C:35]1(=[O:41])[O:40][C:38](=[O:39])[CH2:37][CH2:36]1, predict the reaction product. The product is: [F:34][C:2]([F:1])([F:33])[C:3]([C:12]1[CH:13]=[C:14]([CH:15]=[CH:16][C:17]=1[Sn:18]([CH2:27][CH2:28][CH2:29][CH3:30])([CH2:23][CH2:24][CH2:25][CH3:26])[CH2:19][CH2:20][CH2:21][CH3:22])[CH2:31][NH:32][C:35](=[O:41])[CH2:36][CH2:37][C:38]([OH:40])=[O:39])([O:8][CH2:9][O:10][CH3:11])[C:4]([F:7])([F:6])[F:5].